This data is from Full USPTO retrosynthesis dataset with 1.9M reactions from patents (1976-2016). The task is: Predict the reactants needed to synthesize the given product. (1) The reactants are: [CH3:1][C:2]1[C:3]([C:17]([O:19]CC)=[O:18])=[N:4][O:5][C:6]=1[C:7]1[CH2:16][CH2:15][C:10]2([CH2:14][CH2:13][CH2:12][CH2:11]2)[CH2:9][CH:8]=1.[OH-].[Na+].Cl. Given the product [CH3:1][C:2]1[C:3]([C:17]([OH:19])=[O:18])=[N:4][O:5][C:6]=1[C:7]1[CH2:16][CH2:15][C:10]2([CH2:14][CH2:13][CH2:12][CH2:11]2)[CH2:9][CH:8]=1, predict the reactants needed to synthesize it. (2) Given the product [CH3:21][C:22]1[CH:23]=[CH:24][C:25](=[O:28])[N:26]([C:2]2[CH:20]=[CH:19][C:5]3[N:6]=[C:7]([C@H:9]4[CH2:10][C@H:11]([N:13]5[CH2:14][CH2:15][CH2:16][CH2:17]5)[CH2:12]4)[S:8][C:4]=3[CH:3]=2)[N:27]=1, predict the reactants needed to synthesize it. The reactants are: Br[C:2]1[CH:20]=[CH:19][C:5]2[N:6]=[C:7]([C@H:9]3[CH2:12][C@H:11]([N:13]4[CH2:17][CH2:16][CH2:15][C@H:14]4C)[CH2:10]3)[S:8][C:4]=2[CH:3]=1.[CH3:21][C:22]1[CH:23]=[CH:24][C:25](=[O:28])[NH:26][N:27]=1.N1NC(=O)C=CC=1.